This data is from NCI-60 drug combinations with 297,098 pairs across 59 cell lines. The task is: Regression. Given two drug SMILES strings and cell line genomic features, predict the synergy score measuring deviation from expected non-interaction effect. (1) Drug 1: C1=CC(=CC=C1CCCC(=O)O)N(CCCl)CCCl. Drug 2: C1C(C(OC1N2C=NC(=NC2=O)N)CO)O. Cell line: A549. Synergy scores: CSS=34.4, Synergy_ZIP=2.10, Synergy_Bliss=5.10, Synergy_Loewe=4.44, Synergy_HSA=5.68. (2) Drug 1: C1=CN(C(=O)N=C1N)C2C(C(C(O2)CO)O)O.Cl. Drug 2: CC1C(C(CC(O1)OC2CC(CC3=C2C(=C4C(=C3O)C(=O)C5=CC=CC=C5C4=O)O)(C(=O)C)O)N)O. Cell line: SK-MEL-5. Synergy scores: CSS=67.0, Synergy_ZIP=0.913, Synergy_Bliss=1.61, Synergy_Loewe=-2.34, Synergy_HSA=6.44. (3) Drug 1: CC1=CC=C(C=C1)C2=CC(=NN2C3=CC=C(C=C3)S(=O)(=O)N)C(F)(F)F. Drug 2: C1CN1P(=S)(N2CC2)N3CC3. Cell line: DU-145. Synergy scores: CSS=35.1, Synergy_ZIP=-10.7, Synergy_Bliss=-6.32, Synergy_Loewe=-14.7, Synergy_HSA=-3.81. (4) Drug 1: CC1C(C(CC(O1)OC2CC(CC3=C2C(=C4C(=C3O)C(=O)C5=C(C4=O)C(=CC=C5)OC)O)(C(=O)CO)O)N)O.Cl. Drug 2: CN(C)N=NC1=C(NC=N1)C(=O)N. Cell line: HCC-2998. Synergy scores: CSS=10.1, Synergy_ZIP=-6.64, Synergy_Bliss=-4.29, Synergy_Loewe=1.75, Synergy_HSA=-2.30.